This data is from Catalyst prediction with 721,799 reactions and 888 catalyst types from USPTO. The task is: Predict which catalyst facilitates the given reaction. (1) Reactant: [OH:1][CH2:2][CH2:3][N:4]1[CH2:9][CH2:8][O:7][CH2:6][CH2:5]1.[H-].[Na+].F[C:13]1[CH:18]=[CH:17][CH:16]=[CH:15][C:14]=1[N+:19]([O-:21])=[O:20].Cl. Product: [N+:19]([C:14]1[CH:15]=[CH:16][CH:17]=[CH:18][C:13]=1[O:1][CH2:2][CH2:3][N:4]1[CH2:9][CH2:8][O:7][CH2:6][CH2:5]1)([O-:21])=[O:20]. The catalyst class is: 3. (2) Product: [Cl:1][C:2]1[CH:7]=[CH:6][CH:5]=[C:4]([F:8])[C:3]=1[CH:9]([CH3:14])[CH2:10][OH:11]. Reactant: [Cl:1][C:2]1[CH:7]=[CH:6][CH:5]=[C:4]([F:8])[C:3]=1[CH:9]([CH3:14])[C:10](OC)=[O:11].[H-].[H-].[H-].[H-].[Li+].[Al+3]. The catalyst class is: 1. (3) Reactant: [NH2:1][C:2]1[S:3][C:4](Cl)=[C:5]([C:7]([NH:9][CH2:10][CH3:11])=[O:8])[N:6]=1.[CH3:13][O-:14].[Na+]. Product: [NH2:1][C:2]1[S:3][C:4]([O:14][CH3:13])=[C:5]([C:7]([NH:9][CH2:10][CH3:11])=[O:8])[N:6]=1. The catalyst class is: 5. (4) Product: [CH3:1][O:2][C:3](=[O:17])[C:4]1[CH:5]=[C:6]([F:16])[CH:7]=[C:8]([CH2:10][C:18]#[N:19])[CH:9]=1. Reactant: [CH3:1][O:2][C:3](=[O:17])[C:4]1[CH:9]=[C:8]([CH2:10]OS(C)(=O)=O)[CH:7]=[C:6]([F:16])[CH:5]=1.[C-:18]#[N:19].[Na+].C1OCCOCCOCCOCCOCCOC1. The catalyst class is: 23. (5) Reactant: [CH3:1][O:2][C:3](=[O:16])[NH:4][C:5]1[S:6][C:7]2[CH:13]=[CH:12][CH:11]=[C:10]([O:14][CH3:15])[C:8]=2[N:9]=1.C([O-])(=O)C.[Na+].[I:22]Cl.O. Product: [CH3:1][O:2][C:3](=[O:16])[NH:4][C:5]1[S:6][C:7]2[C:13]([I:22])=[CH:12][CH:11]=[C:10]([O:14][CH3:15])[C:8]=2[N:9]=1. The catalyst class is: 15. (6) Reactant: C1(NC2CCCCC2)CCCCC1.CCCCCC.[CH:20]([O:23][C:24]([CH:26]1[CH2:31][CH2:30][CH2:29][CH2:28][CH2:27]1)=[O:25])([CH3:22])[CH3:21].Br[CH2:33][CH:34]([CH2:37][CH3:38])[CH2:35][CH3:36].Cl. Product: [CH:20]([O:23][C:24]([C:26]1([CH2:33][CH:34]([CH2:37][CH3:38])[CH2:35][CH3:36])[CH2:31][CH2:30][CH2:29][CH2:28][CH2:27]1)=[O:25])([CH3:22])[CH3:21]. The catalyst class is: 20. (7) Reactant: [F:1][CH:2]([F:40])[CH2:3][N:4]1[CH2:9][CH2:8][CH:7]([C:10]2[CH:15]=[CH:14][C:13]([C:16]3[NH:17][C:18]4[C:23]([N:24]=3)=[C:22]([C:25]3[CH:26]=[CH:27][C:28]([O:33][CH:34]5[CH2:39][CH2:38][NH:37][CH2:36][CH2:35]5)=[C:29]([CH:32]=3)[C:30]#[N:31])[N:21]=[CH:20][N:19]=4)=[CH:12][CH:11]=2)[CH2:6][CH2:5]1.[OH:41][CH2:42][C:43](O)=[O:44].CCN(C(C)C)C(C)C.CN(C(ON1N=NC2C=CC=NC1=2)=[N+](C)C)C.F[P-](F)(F)(F)(F)F. Product: [F:40][CH:2]([F:1])[CH2:3][N:4]1[CH2:5][CH2:6][CH:7]([C:10]2[CH:15]=[CH:14][C:13]([C:16]3[NH:17][C:18]4[C:23]([N:24]=3)=[C:22]([C:25]3[CH:26]=[CH:27][C:28]([O:33][CH:34]5[CH2:39][CH2:38][N:37]([C:42](=[O:41])[CH2:43][OH:44])[CH2:36][CH2:35]5)=[C:29]([CH:32]=3)[C:30]#[N:31])[N:21]=[CH:20][N:19]=4)=[CH:12][CH:11]=2)[CH2:8][CH2:9]1. The catalyst class is: 3. (8) Reactant: [N:1]1([CH2:6][C:7]2[CH:14]=[CH:13][C:10]([CH2:11][NH2:12])=[CH:9][CH:8]=2)[CH:5]=[CH:4][CH:3]=[N:2]1.[CH3:15][O:16][C:17](=[O:25])/[C:18](/[N+:23]#[C-:24])=[CH:19]/N(C)C.CCN(C(C)C)C(C)C. Product: [CH3:15][O:16][C:17]([C:18]1[N:23]=[CH:24][N:12]([CH2:11][C:10]2[CH:13]=[CH:14][C:7]([CH2:6][N:1]3[CH:5]=[CH:4][CH:3]=[N:2]3)=[CH:8][CH:9]=2)[CH:19]=1)=[O:25]. The catalyst class is: 51.